This data is from Orexin1 receptor HTS with 218,158 compounds and 233 confirmed actives. The task is: Binary Classification. Given a drug SMILES string, predict its activity (active/inactive) in a high-throughput screening assay against a specified biological target. (1) The molecule is S1(=O)(=O)Cc2c(nn(c2NC(=O)C2CN(C(=O)C2)c2ccc(OC)cc2)c2ccccc2)C1. The result is 0 (inactive). (2) The molecule is Fc1ccc(CNC(=O)N2C3CCC2C(=C(C3)c2cc(OCc3ccccc3)ccc2)C(OC)=O)cc1. The result is 0 (inactive). (3) The compound is S(CC(=O)NC1CCOC1=O)c1c(cccc1)C. The result is 0 (inactive). (4) The drug is O=c1[nH][nH]c(c1C(c1ccc(cc1)C)C[N+]([O-])=O)c1c(O)cccc1. The result is 0 (inactive). (5) The compound is S(=O)(=O)(N1CCOCC1)c1ccc(NC(=O)c2c(F)cccc2F)cc1. The result is 0 (inactive). (6) The molecule is S(Oc1c(OC)cc(cc1)/C=N\n1cnnc1)(=O)(=O)c1c([N+]([O-])=O)cccc1. The result is 0 (inactive).